From a dataset of Forward reaction prediction with 1.9M reactions from USPTO patents (1976-2016). Predict the product of the given reaction. (1) Given the reactants CCN(C(C)C)C(C)C.[CH:10]1([N:15]2[CH:19]=[C:18]([C:20]([OH:22])=O)[N:17]=[N:16]2)[CH2:14][CH2:13][CH2:12][CH2:11]1.C1C=CC2N(O)N=NC=2C=1.CCN=C=NCCCN(C)C.Cl.[NH2:45][CH2:46][C:47]([N:49]1[CH2:54][CH2:53][N:52]([C:55](=[O:64])[C:56]2[CH:61]=[C:60]([F:62])[CH:59]=[CH:58][C:57]=2[Cl:63])[CH2:51][CH2:50]1)=[O:48].ClC1C=CC(F)=CC=1C(O)=O, predict the reaction product. The product is: [Cl:63][C:57]1[CH:58]=[CH:59][C:60]([F:62])=[CH:61][C:56]=1[C:55]([N:52]1[CH2:51][CH2:50][N:49]([C:47](=[O:48])[CH2:46][NH:45][C:20]([C:18]2[N:17]=[N:16][N:15]([CH:10]3[CH2:11][CH2:12][CH2:13][CH2:14]3)[CH:19]=2)=[O:22])[CH2:54][CH2:53]1)=[O:64]. (2) The product is: [F:21][C:20]([F:22])([F:23])[C:16]1[CH:15]=[C:14]([CH:19]=[CH:18][CH:17]=1)[C:13]([NH2:12])=[O:24]. Given the reactants Cl.N[C@@H]1CC[C@H](NC(=O)C[NH:12][C:13](=[O:24])[C:14]2[CH:19]=[CH:18][CH:17]=[C:16]([C:20]([F:23])([F:22])[F:21])[CH:15]=2)CC1.C1(C2CCC(=O)CC2)C=CC=CC=1.C(O[BH-](OC(=O)C)OC(=O)C)(=O)C.[Na+].C(=O)(O)[O-].[Na+], predict the reaction product.